Dataset: Reaction yield outcomes from USPTO patents with 853,638 reactions. Task: Predict the reaction yield, written as a fraction of the theoretical maximum amount of product (1.0 means a 100% yield; for example, 0.34 means a 34% yield). (1) The reactants are C1(P(C2CCCCC2)C2C=CC=CC=2C2C(C(C)C)=CC(C(C)C)=CC=2C(C)C)CCCCC1.Br[C:36]1[CH:41]=[CH:40][C:39]([N:42]2[CH2:46][CH2:45][C:44]3([CH2:51][CH2:50][O:49][CH2:48][CH2:47]3)[C:43]2=[O:52])=[C:38]([CH3:53])[CH:37]=1.CC(C)([O-])C.[Na+].[NH:60]1[CH2:65][CH2:64][CH:63]([OH:66])[CH2:62][CH2:61]1. The catalyst is C1C=CC(/C=C/C(/C=C/C2C=CC=CC=2)=O)=CC=1.C1C=CC(/C=C/C(/C=C/C2C=CC=CC=2)=O)=CC=1.C1C=CC(/C=C/C(/C=C/C2C=CC=CC=2)=O)=CC=1.[Pd].[Pd]. The product is [OH:66][CH:63]1[CH2:64][CH2:65][N:60]([C:36]2[CH:41]=[CH:40][C:39]([N:42]3[CH2:46][CH2:45][C:44]4([CH2:51][CH2:50][O:49][CH2:48][CH2:47]4)[C:43]3=[O:52])=[C:38]([CH3:53])[CH:37]=2)[CH2:61][CH2:62]1. The yield is 0.140. (2) The reactants are [O:1]=[C:2]1[NH:7][CH2:6][C@@H:5]([NH:8]C(OC(C)(C)C)=O)[CH2:4][CH2:3]1.C([Cl:19])(=O)C.C1(N)C(F)=C(F)C(F)=C(N)C=1F.Cl.Cl. The catalyst is C(O)C. The product is [ClH:19].[NH2:8][C@@H:5]1[CH2:6][NH:7][C:2](=[O:1])[CH2:3][CH2:4]1. The yield is 0.990. (3) The reactants are [CH3:13][C:12]([O:11][C:9](O[C:9]([O:11][C:12]([CH3:15])([CH3:14])[CH3:13])=[O:10])=[O:10])([CH3:15])[CH3:14].[CH2:16]([O:23][C:24]1[CH:29]=[CH:28][C:27]([C@@H:30]2[CH2:32][C@H:31]2[NH2:33])=[CH:26][CH:25]=1)[C:17]1[CH:22]=[CH:21][CH:20]=[CH:19][CH:18]=1.CCN(CC)CC. The catalyst is C1COCC1. The product is [CH2:16]([O:23][C:24]1[CH:25]=[CH:26][C:27]([C@@H:30]2[CH2:32][C@H:31]2[NH:33][C:9](=[O:10])[O:11][C:12]([CH3:13])([CH3:14])[CH3:15])=[CH:28][CH:29]=1)[C:17]1[CH:18]=[CH:19][CH:20]=[CH:21][CH:22]=1. The yield is 0.780. (4) The reactants are [Cl:1][C:2]1[C:7]([C:8]([NH2:10])=O)=[CH:6][N:5]=[CH:4][CH:3]=1.C(N(CC)CC)C.P(Cl)(Cl)(Cl)=O. The catalyst is C1COCC1. The product is [Cl:1][C:2]1[C:7]([C:8]#[N:10])=[CH:6][N:5]=[CH:4][CH:3]=1. The yield is 0.879. (5) The reactants are O[C:2]1[CH:7]=[CH:6][N:5]2[N:8]=[CH:9][C:10]([C:11]([O:13][CH2:14][CH3:15])=[O:12])=[C:4]2[N:3]=1.CN([P+](ON1N=NC2C=CC=CC1=2)(N(C)C)N(C)C)C.F[P-](F)(F)(F)(F)F.FC(F)(F)C(O)=O.[Si:50]([O:57][CH:58]1[CH2:62][NH:61][C@@H:60]([C:63]2[CH:68]=[C:67]([F:69])[CH:66]=[CH:65][C:64]=2[O:70][CH3:71])[CH2:59]1)([C:53]([CH3:56])([CH3:55])[CH3:54])([CH3:52])[CH3:51].C(N(CC)C(C)C)(C)C. The catalyst is CN(C=O)C.C(Cl)Cl.CCOC(C)=O. The product is [Si:50]([O:57][CH:58]1[CH2:62][N:61]([C:2]2[CH:7]=[CH:6][N:5]3[N:8]=[CH:9][C:10]([C:11]([O:13][CH2:14][CH3:15])=[O:12])=[C:4]3[N:3]=2)[C@@H:60]([C:63]2[CH:68]=[C:67]([F:69])[CH:66]=[CH:65][C:64]=2[O:70][CH3:71])[CH2:59]1)([C:53]([CH3:56])([CH3:55])[CH3:54])([CH3:51])[CH3:52]. The yield is 0.196. (6) The reactants are [NH2:1][C:2]1[C:10]([Cl:11])=[CH:9][C:5]([C:6]([OH:8])=O)=[C:4]([F:12])[CH:3]=1.[NH2:13][CH:14]1[CH2:19][CH2:18][N:17]([CH3:20])[CH2:16][CH2:15]1.C(N(C(C)C)CC)(C)C.CN(C(ON1N=NC2C=CC=NC1=2)=[N+](C)C)C.F[P-](F)(F)(F)(F)F. The catalyst is CN(C=O)C.C(OCC)C. The product is [NH2:1][C:2]1[C:10]([Cl:11])=[CH:9][C:5]([C:6]([NH:13][CH:14]2[CH2:19][CH2:18][N:17]([CH3:20])[CH2:16][CH2:15]2)=[O:8])=[C:4]([F:12])[CH:3]=1. The yield is 0.760. (7) The yield is 0.170. The product is [ClH:1].[NH2:2][C:3]1[N:8]=[CH:7][C:6](/[CH:9]=[CH:10]/[C:11]([N:34]([CH2:33][C:32]2[CH:35]=[CH:36][CH:37]=[C:29]([CH3:30])[C:31]=2[O:51][CH2:43][CH3:42])[CH3:28])=[O:13])=[CH:5][C:4]=1[CH2:14][N:15]1[CH2:20][CH2:19][N:18]([CH3:21])[CH2:17][CH2:16]1. The reactants are [ClH:1].[NH2:2][C:3]1[N:8]=[CH:7][C:6](/[CH:9]=[CH:10]/[C:11]([OH:13])=O)=[CH:5][C:4]=1[CH2:14][N:15]1[CH2:20][CH2:19][N:18]([CH3:21])[CH2:17][CH2:16]1.Cl.CN1[CH2:30][C:29]2[CH:31]=[C:32](/[CH:35]=[CH:36]/[C:37](O)=O)[CH:33]=[N:34][C:28]=2NC(=O)C1.C[C:42]1[C:43]([O:51]CC)=C(C=CC=1)CCN.CNCC1C=CC2C(=CC=CC=2)C=1CCC. No catalyst specified. (8) The catalyst is C(O)C. The reactants are [F:1][C:2]1[CH:3]=[C:4]([NH:14][C:15]([NH2:17])=[S:16])[CH:5]=[CH:6][C:7]=1[N:8]1[CH:12]=[C:11]([CH3:13])[N:10]=[CH:9]1.Br[CH:19]1[CH2:24][CH2:23][CH2:22][CH:21]([C:25]2[CH:30]=[CH:29][CH:28]=[CH:27][CH:26]=2)[C:20]1=O. The product is [F:1][C:2]1[CH:3]=[C:4]([NH:14][C:15]2[S:16][C:27]3[CH2:28][CH2:29][CH2:30][CH:25]([C:21]4[CH:22]=[CH:23][CH:24]=[CH:19][CH:20]=4)[C:26]=3[N:17]=2)[CH:5]=[CH:6][C:7]=1[N:8]1[CH:12]=[C:11]([CH3:13])[N:10]=[CH:9]1. The yield is 0.990. (9) The reactants are [OH:1][C@@H:2]1[CH2:7][CH2:6][C@H:5]([C:8]([N:10]([O:12][CH3:13])[CH3:11])=[O:9])[CH2:4][CH2:3]1.[CH2:14](OC(=N)C(Cl)(Cl)Cl)[C:15]1[CH:20]=[CH:19][CH:18]=[CH:17][CH:16]=1.FC(F)(F)S(O)(=O)=O. The catalyst is C1CCCCC1.C(Cl)Cl. The product is [CH2:14]([O:1][C@@H:2]1[CH2:7][CH2:6][C@H:5]([C:8]([N:10]([O:12][CH3:13])[CH3:11])=[O:9])[CH2:4][CH2:3]1)[C:15]1[CH:20]=[CH:19][CH:18]=[CH:17][CH:16]=1. The yield is 0.770.